This data is from Reaction yield outcomes from USPTO patents with 853,638 reactions. The task is: Predict the reaction yield, written as a fraction of the theoretical maximum amount of product (1.0 means a 100% yield; for example, 0.34 means a 34% yield). (1) The reactants are Cl[C:2]1[N:3]=[CH:4][C:5]2[O:6][CH2:7][CH2:8][NH:9][C:10]=2[N:11]=1.[F:12][C:13]([F:24])([F:23])[C:14]1[CH:15]=[C:16](B(O)O)[CH:17]=[CH:18][CH:19]=1.C([O-])([O-])=O.[Na+].[Na+].[O-]S([O-])(=O)=O.[Na+].[Na+]. The catalyst is C1C=CC([P]([Pd]([P](C2C=CC=CC=2)(C2C=CC=CC=2)C2C=CC=CC=2)([P](C2C=CC=CC=2)(C2C=CC=CC=2)C2C=CC=CC=2)[P](C2C=CC=CC=2)(C2C=CC=CC=2)C2C=CC=CC=2)(C2C=CC=CC=2)C2C=CC=CC=2)=CC=1.C(Cl)Cl.O1CCOCC1.O. The product is [F:12][C:13]([F:24])([F:23])[C:14]1[CH:19]=[C:18]([C:2]2[N:3]=[CH:4][C:5]3[O:6][CH2:7][CH2:8][NH:9][C:10]=3[N:11]=2)[CH:17]=[CH:16][CH:15]=1. The yield is 0.520. (2) The reactants are [CH:1]([C:3]1[CH:8]=[CH:7][C:6]([O:9][C:10]2[CH:15]=[CH:14][C:13]([Cl:16])=[C:12]([C:17]([F:20])([F:19])[F:18])[CH:11]=2)=[C:5]([F:21])[CH:4]=1)=[CH2:2].B1C2CCCC1CCC2.[OH-:31].[Na+].OO. The catalyst is C1COCC1. The product is [Cl:16][C:13]1[CH:14]=[CH:15][C:10]([O:9][C:6]2[CH:7]=[CH:8][C:3]([CH2:1][CH2:2][OH:31])=[CH:4][C:5]=2[F:21])=[CH:11][C:12]=1[C:17]([F:20])([F:18])[F:19]. The yield is 0.950. (3) The reactants are [Cl:1][C:2]1[C:7]([CH:8]([CH3:10])[CH3:9])=[CH:6][C:5]([NH:11][CH2:12][C:13]([N:15]2[CH2:20][CH2:19][N:18]([CH:21]3[CH2:24][N:23]([C:25](=[O:28])[CH:26]=[CH2:27])[CH2:22]3)[CH2:17][CH2:16]2)=[O:14])=[C:4]([O:29]C)[CH:3]=1.B(Br)(Br)Br.CO.CCN(CC)CC. The catalyst is C(Cl)Cl.O. The product is [Cl:1][C:2]1[C:7]([CH:8]([CH3:10])[CH3:9])=[CH:6][C:5]([NH:11][CH2:12][C:13]([N:15]2[CH2:20][CH2:19][N:18]([CH:21]3[CH2:24][N:23]([C:25](=[O:28])[CH:26]=[CH2:27])[CH2:22]3)[CH2:17][CH2:16]2)=[O:14])=[C:4]([OH:29])[CH:3]=1. The yield is 0.330.